From a dataset of Catalyst prediction with 721,799 reactions and 888 catalyst types from USPTO. Predict which catalyst facilitates the given reaction. (1) Reactant: [Cl:1][C:2]1[C:3]([F:11])=[C:4]([C:7]([F:10])=[CH:8][CH:9]=1)[CH:5]=O.COP([CH2:18][C:19]([O:21][C:22]([CH3:25])([CH3:24])[CH3:23])=[O:20])(OC)=O.CC([O-])(C)C.[K+]. Product: [Cl:1][C:2]1[C:3]([F:11])=[C:4](/[CH:5]=[CH:18]/[C:19]([O:21][C:22]([CH3:25])([CH3:24])[CH3:23])=[O:20])[C:7]([F:10])=[CH:8][CH:9]=1. The catalyst class is: 49. (2) Reactant: [Cl:1][C:2]1[CH:3]=[C:4]([C:11]2[CH:15]=[CH:14][N:13]([CH2:16][C@@H:17]([NH:19][C:20]([C:22]3[N:23]=[C:24]([C:27](O)([CH3:29])[CH3:28])[O:25][CH:26]=3)=[O:21])[CH3:18])[N:12]=2)[CH:5]=[C:6]([F:10])[C:7]=1[C:8]#[N:9].C(N(CC)CC)C.P([Cl:46])(OCC)(OCC)=O.[OH-].[Na+]. Product: [Cl:1][C:2]1[CH:3]=[C:4]([C:11]2[CH:15]=[CH:14][N:13]([CH2:16][CH:17]([NH:19][C:20]([C:22]3[N:23]=[C:24]([C@@H:27]([CH2:29][Cl:46])[CH3:28])[O:25][CH:26]=3)=[O:21])[CH3:18])[N:12]=2)[CH:5]=[C:6]([F:10])[C:7]=1[C:8]#[N:9]. The catalyst class is: 18. (3) Reactant: [C:1]([OH:7])(=[O:6])[CH2:2][CH2:3][CH:4]=[CH2:5].C([O-])([O-])=O.[Cs+].[Cs+].[CH2:14](Br)[C:15]1[CH:20]=[CH:19][CH:18]=[CH:17][CH:16]=1. Product: [CH2:14]([O:6][C:1](=[O:7])[CH2:2][CH2:3][CH:4]=[CH2:5])[C:15]1[CH:20]=[CH:19][CH:18]=[CH:17][CH:16]=1. The catalyst class is: 8. (4) Reactant: C([O:8][C:9]1[CH:14]=[CH:13][C:12]([S:15]([N:18]2[CH2:23][CH:22]=[CH:21][C:20]([CH3:25])([OH:24])[CH:19]2[C:26]([C:39]2[CH:44]=[CH:43][CH:42]=[CH:41][CH:40]=2)([C:33]2[CH:38]=[CH:37][CH:36]=[CH:35][CH:34]=2)[O:27][SiH2:28][C:29]([CH3:32])([CH3:31])[CH3:30])(=[O:17])=[O:16])=[CH:11][CH:10]=1)C1C=CC=CC=1.[H][H]. Product: [C:29]([SiH2:28][O:27][C:26]([C:39]1[CH:44]=[CH:43][CH:42]=[CH:41][CH:40]=1)([C:33]1[CH:34]=[CH:35][CH:36]=[CH:37][CH:38]=1)[CH:19]1[C:20]([CH3:25])([OH:24])[CH2:21][CH2:22][CH2:23][N:18]1[S:15]([C:12]1[CH:13]=[CH:14][C:9]([OH:8])=[CH:10][CH:11]=1)(=[O:16])=[O:17])([CH3:30])([CH3:31])[CH3:32]. The catalyst class is: 43.